Dataset: Experimentally validated miRNA-target interactions with 360,000+ pairs, plus equal number of negative samples. Task: Binary Classification. Given a miRNA mature sequence and a target amino acid sequence, predict their likelihood of interaction. (1) The miRNA is mmu-miR-374c-5p with sequence AUAAUACAACCUGCUAAGUG. The protein sequence of the target gene is MEASDGQGGEGDKPLEQVTNVSCLETSSSASPARDSLMRHAKGLDQDTFKTCKEYLRPLKKFLRKLHLPRDLPQKKKLKYMKQSLVVLGDHINTFLQHYCQAWEIKHWRKMLWRFISLFSELEAKQLRRLYKYTKSSQPAKFLVTFCASDAPERSLLADREDSLPKLCHAWGLHSNISGMKERLSNMQTPGQGSPLPGQPRSQDHVKKDSLRELSQKPKLKRKRIKEAPETPETEP. Result: 0 (no interaction). (2) The miRNA is hsa-miR-511-3p with sequence AAUGUGUAGCAAAAGACAGA. The protein sequence of the target gene is MSRRGSILHSRTQWLLLGLALLFSLVLFMYLLECAPQTDGNASLPGVVRENYGKEYYQALLQEQEEHYQTRATSLKRQIAQLKQELQDMSEKMRALQERKKLGANGVGYPGNREQAPSDLLEFLHSQIDRAEVSVGAKLPSEYGVVPFESFTLMKVFQLEMGLTRHPEEKPVRKDKRDELVEVIEAGVEVINNPDEDDAQEDEEGPLGEKLIFNENDFIEGYYRTERDKGTQYELFFKKADLMEYRHVTLFRPFGPLMKVKNELIDITRSVINIIVPLAERTEAFSQFMQNFRDVCIHQD.... Result: 0 (no interaction). (3) The miRNA is hsa-miR-4704-3p with sequence UCAGUCACAUAUCUAGUGUCUA. The protein sequence of the target gene is MWKASAGHAVSITQDDGGADDWETDPDFVNDVSEKEQRWGAKTVQGSGHQEHINIHKLRENVFQEHQTLKEKELETGPKASHGYGGKFGVEQDRMDRSAVGHEYQSKLSKHCSQVDSVRGFGGKFGVQMDRVDQSAVGFEYQGKTEKHASQKDYSSGFGGKYGVQADRVDKSAVGFDYQGKTEKHESQKDYSKGFGGKYGIDKDKVDKSAVGFEYQGKTEKHESQKDYVKGFGGKFGVQTDRQDKCALGWDHQEKLQLHESQKDYKTGFGGKFGVQSERQDSSAVGFDYKERLAKHESQQ.... Result: 0 (no interaction). (4) The miRNA is mmu-miR-6951-3p with sequence CUUUUUUCUUCACAAAUACAG. The protein sequence of the target gene is MFCRKFKDLKITGECPFSLLAPGQVPKEPTEEVAGGSEGCQATLPICQYFPEKNAEGSLPQRKTSRNRVYLHTLAESICKLIFPECERLNLALQRTLAKHKIEENRKSSEKEDLEKIIAEEAIAAGAPVEALKDSLGEELFKICYEEDEHILGVVGGTLKDFLNSFSTLLKQSSHCQEAERRGRLEDASILCLDKDQDFLNVYYFFPKRTTALLLPGIIKAAARILYESHVEVSLMPPCFRSDCTEFVNQPYLLYSVHVKSTKPSLSPGKPQSSLVIPASLFCKTFPFHFMLDRDLAILQ.... Result: 0 (no interaction). (5) The miRNA is mmu-miR-96-3p with sequence CAAUCAUGUGUAGUGCCAAUAU. The protein sequence of the target gene is MAKEGVEKAEETEQMIEKETSKEPAEGGDGSHRLGDAQEMRAVVLAGFGGLNKLRLSRKAMPEPQDGELKIRVKACGLNFIDLMVRQGNIDNPPKTPLVPGFECSGIVEALGDSVKGYEIGDRVMAFVNYNAWAEVVCTPVEFVYKIPDDMSFSEAAAFPMNFVTAYTMLFEIANLREGMSVLVHSAGGGVGQAVAQLCSTVPNVTVFGTASTFKHEAIKDSVTHLFDRNADYVQEVKRISAEGVDIVLDCLCGDNTGKGLSLLKPLGTYILYGSSNMVTGETKSFFSFAKSWWQVEKVN.... Result: 0 (no interaction). (6) The miRNA is hsa-miR-512-3p with sequence AAGUGCUGUCAUAGCUGAGGUC. The protein sequence of the target gene is MARAGPRLVLSEEAVRAKSGLGPHRDLAELQSLSIPGTYQEKITHLGHSLMSLTGLKSLDLSRNSLVSLEGIQYLTALESLNLYYNCISSLAEVFRLHALTELVDVDFRLNPVVKVEPDYRLFVVHLLPKLQQLDDRPVRASERKASRLHFASEDSLDSKESVPASLKEGRPHHPRAKCTEALAKQSLVMDADDEAVLNLIAECEWDLGRPPGSTSFSQKGREADSRGSQESRHLLSPQLVQYQCGDSGKQGRETRRSSCRGCCLEKMPWSQLCGELPPLYGAEPEASRAPRPHTYFTPH.... Result: 1 (interaction). (7) The miRNA is mmu-miR-412-3p with sequence UUCACCUGGUCCACUAGCCG. The protein sequence of the target gene is MHLIDYLLLLLVGLLALSHGQLHVEHDGESCSNSSHQQILETGEGSPSLKIAPANADFAFRFYYLIASETPGKNIFFSPLSISAAYAMLSLGACSHSRSQILEGLGFNLTELSESDVHRGFQHLLHTLNLPGHGLETRVGSALFLSHNLKFLAKFLNDTMAVYEAKLFHTNFYDTVGTIQLINDHVKKETRGKIVDLVSELKKDVLMVLVNYIYFKALWEKPFISSRTTPKDFYVDENTTVRVPMMLQDQEHHWYLHDRYLPCSVLRMDYKGDATVFFILPNQGKMREIEEVLTPEMLMR.... Result: 0 (no interaction). (8) The miRNA is hsa-miR-6780b-5p with sequence UGGGGAAGGCUUGGCAGGGAAGA. The protein sequence of the target gene is MARARQEGSSPEPVEGLARDGPRPFPLGRLVPSAVSCGLCEPGLAAAPAAPTLLPAAYLCAPTAPPAVTAALGGSRWPGGPRSRPRGPRPDGPQPSLSLAEQHLESPVPSAPGALAGGPTQAAPGVRGEEEQWAREIGAQLRRMADDLNAQYERRRQEEQQRHRPSPWRVLYNLIMGLLPLPRGHRAPEMEPN. Result: 1 (interaction).